From a dataset of Full USPTO retrosynthesis dataset with 1.9M reactions from patents (1976-2016). Predict the reactants needed to synthesize the given product. (1) Given the product [Cl:1][C:2]1[CH:7]=[CH:6][C:5]([O:8][CH2:9][CH:10]([CH3:12])[CH3:11])=[C:4]([B:19]([OH:21])[OH:20])[CH:3]=1, predict the reactants needed to synthesize it. The reactants are: [Cl:1][C:2]1[CH:7]=[CH:6][C:5]([O:8][CH2:9][CH:10]([CH3:12])[CH3:11])=[C:4](I)[CH:3]=1.C([Mg]Cl)(C)C.[B:19]([O-])([O-:21])[O-:20].Cl. (2) Given the product [CH:7]1([C:10]2[CH:15]=[C:14]([CH2:16][N:17]3[CH2:20][C:19]4([CH2:24][C:23]([N:25]5[CH2:26][CH2:27][C:28]([CH3:36])([C:31]([OH:33])=[O:32])[CH2:29][CH2:30]5)=[N:22][O:21]4)[CH2:18]3)[C:13]([O:37][CH3:38])=[CH:12][C:11]=2[C:39]2[CH:44]=[CH:43][C:42]([F:45])=[CH:41][CH:40]=2)[CH2:8][CH2:9]1, predict the reactants needed to synthesize it. The reactants are: C(O)(=O)C(O)=O.[CH:7]1([C:10]2[CH:15]=[C:14]([CH2:16][N:17]3[CH2:20][C:19]4([CH2:24][C:23]([N:25]5[CH2:30][CH2:29][C:28]([CH3:36])([C:31]([O:33]CC)=[O:32])[CH2:27][CH2:26]5)=[N:22][O:21]4)[CH2:18]3)[C:13]([O:37][CH3:38])=[CH:12][C:11]=2[C:39]2[CH:44]=[CH:43][C:42]([F:45])=[CH:41][CH:40]=2)[CH2:9][CH2:8]1.C(=O)([O-])O.[Na+]. (3) The reactants are: C([N:3](CC)CC)C.[CH3:8][C:9]1([CH3:19])[CH2:14][C:13](CN)([CH3:15])[CH2:12][CH:11]([NH2:18])[CH2:10]1.[C:20](Cl)(=[O:23])[CH:21]=[CH2:22]. Given the product [C:11]([NH2:18])(=[O:23])[CH:10]=[CH2:9].[C:20]([NH2:3])(=[O:23])[CH:21]=[CH2:22].[O:23]=[C:11]1[CH2:10][C:9]([CH3:19])([CH3:8])[CH2:14][C:13]([CH3:15])=[CH:12]1, predict the reactants needed to synthesize it. (4) Given the product [CH2:21]([N:17]([CH:14]1[CH2:15][CH2:16][N:11]([C:8]2[CH:7]=[CH:6][C:5]([CH:3]=[O:4])=[CH:10][CH:9]=2)[CH2:12][CH2:13]1)[C:18](=[O:20])[CH3:19])[CH3:22], predict the reactants needed to synthesize it. The reactants are: [H-].[Na+].[CH:3]([C:5]1[CH:10]=[CH:9][C:8]([N:11]2[CH2:16][CH2:15][CH:14]([NH:17][C:18](=[O:20])[CH3:19])[CH2:13][CH2:12]2)=[CH:7][CH:6]=1)=[O:4].[CH2:21](I)[CH3:22]. (5) Given the product [C@H:1]12[CH2:7][C@H:4]([CH2:5][CH2:6]1)[CH2:3][C@@H:2]2[C:8]1([CH3:15])[C:12](=[O:13])[N:11]([CH2:17][C:18](=[O:19])[C:20]2[NH:21][CH:22]=[CH:23][CH:24]=2)[N:10]=[C:9]1[CH3:14], predict the reactants needed to synthesize it. The reactants are: [CH:1]12[CH2:7][CH:4]([CH2:5][CH2:6]1)[CH2:3][CH:2]2[C:8]1([CH3:15])[C:12](=[O:13])[NH:11][N:10]=[C:9]1[CH3:14].Cl[CH2:17][C:18]([C:20]1[NH:21][CH:22]=[CH:23][CH:24]=1)=[O:19]. (6) Given the product [F:1][C:2]1[C:3]([CH3:24])=[C:4]([NH:8][C:9]2[O:10][C:11]3[C:17]([F:18])=[C:16]([CH2:19][C:20]([OH:22])=[O:21])[CH:15]=[CH:14][C:12]=3[N:13]=2)[CH:5]=[CH:6][CH:7]=1, predict the reactants needed to synthesize it. The reactants are: [F:1][C:2]1[C:3]([CH3:24])=[C:4]([NH:8][C:9]2[O:10][C:11]3[C:17]([F:18])=[C:16]([CH2:19][C:20]([O:22]C)=[O:21])[CH:15]=[CH:14][C:12]=3[N:13]=2)[CH:5]=[CH:6][CH:7]=1.[OH-].[Na+]. (7) The reactants are: [CH2:1]([O:4][CH2:5][CH2:6][OH:7])[CH:2]=[CH2:3].CCN(CC)CC.[F:15][C:16]([F:27])([F:26])[C:17](O[C:17](=[O:18])[C:16]([F:27])([F:26])[F:15])=[O:18]. Given the product [F:15][C:16]([F:27])([F:26])[C:17]([O:7][CH2:6][CH2:5][O:4][CH2:1][CH:2]=[CH2:3])=[O:18], predict the reactants needed to synthesize it. (8) Given the product [F:51][C:52]1[CH:57]=[C:56]([F:58])[CH:55]=[CH:54][C:53]=1[CH:59]([NH:61][C:43]([NH:4][C:3]1[CH:5]=[CH:6][C:7]([O:9][C:10]2[C:19]3[C:14](=[CH:15][C:16]([O:22][CH2:23][CH2:24][CH2:25][N:26]4[CH2:27][CH2:28][O:29][CH2:30][CH2:31]4)=[C:17]([O:20][CH3:21])[CH:18]=3)[N:13]=[CH:12][CH:11]=2)=[CH:8][C:2]=1[F:1])=[O:49])[CH3:60], predict the reactants needed to synthesize it. The reactants are: [F:1][C:2]1[CH:8]=[C:7]([O:9][C:10]2[C:19]3[C:14](=[CH:15][C:16]([O:22][CH2:23][CH2:24][CH2:25][N:26]4[CH2:31][CH2:30][O:29][CH2:28][CH2:27]4)=[C:17]([O:20][CH3:21])[CH:18]=3)[N:13]=[CH:12][CH:11]=2)[CH:6]=[CH:5][C:3]=1[NH2:4].C(N(CC)CC)C.ClC(Cl)(O[C:43](=[O:49])OC(Cl)(Cl)Cl)Cl.[F:51][C:52]1[CH:57]=[C:56]([F:58])[CH:55]=[CH:54][C:53]=1[CH:59]([NH2:61])[CH3:60]. (9) Given the product [NH2:3][C:4]1[N:8]([C:9]2[CH:14]=[CH:13][CH:12]=[C:11]([Br:15])[CH:10]=2)[N:7]=[C:6]([C:16]([O:18][CH2:19][CH3:20])=[O:17])[C:5]=1[S:21][S:21][C:5]1[C:6]([C:16]([O:18][CH2:19][CH3:20])=[O:17])=[N:7][N:8]([C:9]2[CH:14]=[CH:13][CH:12]=[C:11]([Br:15])[CH:10]=2)[C:4]=1[NH2:3], predict the reactants needed to synthesize it. The reactants are: [BH4-].[Na+].[NH2:3][C:4]1[N:8]([C:9]2[CH:14]=[CH:13][CH:12]=[C:11]([Br:15])[CH:10]=2)[N:7]=[C:6]([C:16]([O:18][CH2:19][CH3:20])=[O:17])[C:5]=1[S:21]C#N. (10) The reactants are: Cl.[C:2]([CH2:5][N:6]1[CH2:11][CH2:10][C:9]2([CH:16]=[C:15]([C:17]3[CH:22]=[C:21](F)[C:20]([O:24]CC)=[C:19](F)[CH:18]=3)[C:14]3[CH:28]=[CH:29][CH:30]=[CH:31][C:13]=3[O:12]2)[CH2:8][CH2:7]1)([OH:4])=[O:3].N1C=CC=CC=1.[C:38]1([CH3:48])[CH:43]=[CH:42][C:41]([S:44]([Cl:47])(=[O:46])=[O:45])=[CH:40][CH:39]=1.O. Given the product [ClH:47].[C:2]([CH2:5][N:6]1[CH2:7][CH2:8][C:9]2([CH:16]=[C:15]([C:17]3[CH:18]=[CH:19][C:20]([O:24][S:44]([C:41]4[CH:42]=[CH:43][C:38]([CH3:48])=[CH:39][CH:40]=4)(=[O:46])=[O:45])=[CH:21][CH:22]=3)[C:14]3[CH:13]=[CH:31][CH:30]=[CH:29][C:28]=3[O:12]2)[CH2:10][CH2:11]1)([OH:4])=[O:3], predict the reactants needed to synthesize it.